From a dataset of Forward reaction prediction with 1.9M reactions from USPTO patents (1976-2016). Predict the product of the given reaction. (1) The product is: [CH2:26]([O:25][C:23](=[O:24])[CH2:22][C:18]1[CH2:17][CH2:16][CH2:15][C:14](=[O:19])[C:13]=1[OH:20])[CH3:27]. Given the reactants C([Li])CCC.C(NC(C)C)(C)C.[C:13]1(=[O:20])[CH2:18][CH2:17][CH2:16][CH2:15][C:14]1=[O:19].Br[CH2:22][C:23]([O:25][CH2:26][CH3:27])=[O:24], predict the reaction product. (2) Given the reactants C[O:2][C:3]1[CH:4]=[CH:5][C:6]2[C:7]3[C:8]([C:22]4[CH:27]=[CH:26][CH:25]=[C:24]([O:28]CC5C=CC=CC=5)[CH:23]=4)=[C:9]4[CH:19]=[CH:18][C:17]([O:20]C)=[CH:16][C:10]4=[CH:11][C:12]=3[CH2:13][C:14]=2[CH:15]=1.C(OC1C=C([Li])C=CC=1)C1C=CC=CC=1, predict the reaction product. The product is: [OH:2][C:3]1[CH:4]=[CH:5][C:6]2[C:7]3[C:8]([C:22]4[CH:27]=[CH:26][CH:25]=[C:24]([OH:28])[CH:23]=4)=[C:9]4[CH:19]=[CH:18][C:17]([OH:20])=[CH:16][C:10]4=[CH:11][C:12]=3[CH2:13][C:14]=2[CH:15]=1. (3) Given the reactants [C:1]([C:3]1[CH:36]=[CH:35][C:6]([CH2:7][O:8][C:9]2[CH:32]=[CH:31][C:12]3[C:13]([CH2:16][CH2:17][CH:18]4[CH2:23][CH2:22][N:21]([C:24]([O:26][C:27]([CH3:30])([CH3:29])[CH3:28])=[O:25])[CH2:20][CH2:19]4)=[N:14][O:15][C:11]=3[C:10]=2[CH2:33][OH:34])=[CH:5][CH:4]=1)#[N:2].[CH3:37][S:38](Cl)(=[O:40])=[O:39].[Cl-].[NH4+].C(=O)(O)[O-].[Na+], predict the reaction product. The product is: [C:1]([C:3]1[CH:36]=[CH:35][C:6]([CH2:7][O:8][C:9]2[CH:32]=[CH:31][C:12]3[C:13]([CH2:16][CH2:17][CH:18]4[CH2:23][CH2:22][N:21]([C:24]([O:26][C:27]([CH3:28])([CH3:29])[CH3:30])=[O:25])[CH2:20][CH2:19]4)=[N:14][O:15][C:11]=3[C:10]=2[CH2:33][O:34][S:38]([CH3:37])(=[O:40])=[O:39])=[CH:5][CH:4]=1)#[N:2]. (4) Given the reactants [CH3:1][CH2:2][CH2:3][C:4]1[N:12]([CH2:13][C:14]2[CH:15]=[CH:16][C:17]([C:20]3[CH:21]=[CH:22][CH:23]=[CH:24][C:25]=3[C:26]([OH:28])=[O:27])=[CH:18][CH:19]=2)[C:11]2[CH:10]=[C:9]([C:29]3[N:37]([CH3:38])[C:36]4[CH:35]=[CH:34][CH:33]=[CH:32][C:31]=4[N:30]=3)[CH:8]=[C:7]([CH3:39])[C:6]=2[N:5]=1.Br[CH2:41][C:42]1[CH:47]=[CH:46][C:45]([C:48]2[C:49]([C:54]#[N:55])=[CH:50][CH:51]=[CH:52][CH:53]=2)=[CH:44][CH:43]=1, predict the reaction product. The product is: [CH3:1][CH2:2][CH2:3][C:4]1[N:12]([CH2:13][C:14]2[CH:15]=[CH:16][C:17]([C:20]3[CH:21]=[CH:22][CH:23]=[CH:24][C:25]=3[C:26]([OH:28])=[O:27])=[CH:18][CH:19]=2)[C:11]2[CH:10]=[C:9]([C:29]3[N:37]([CH3:38])[C:36]4[CH:35]=[CH:34][CH:33]=[CH:32][C:31]=4[N:30]=3)[CH:8]=[C:7]([CH3:39])[C:6]=2[N:5]=1.[CH3:38][N:37]1[C:36]2[CH:35]=[CH:34][CH:33]=[CH:32][C:31]=2[N:30]=[C:29]1[C:9]1[CH:8]=[C:7]([CH3:39])[C:6]2[N:5]=[C:4]([CH2:3][CH2:2][CH3:1])[N:12]([CH2:41][C:42]3[CH:47]=[CH:46][C:45]([C:48]4[C:49]([C:54]#[N:55])=[CH:50][CH:51]=[CH:52][CH:53]=4)=[CH:44][CH:43]=3)[C:11]=2[CH:10]=1.